This data is from Forward reaction prediction with 1.9M reactions from USPTO patents (1976-2016). The task is: Predict the product of the given reaction. (1) Given the reactants [CH3:1][NH+:2]1[CH2:7][C:6]([C:8]([OH:10])=O)=[CH:5][CH2:4][CH2:3]1.[Cl-:11].[F:12][C:13]1[CH:25]=[CH:24][C:16]([CH2:17][CH:18]2[CH2:23][CH2:22][NH:21][CH2:20][CH2:19]2)=[CH:15][CH:14]=1, predict the reaction product. The product is: [ClH:11].[F:12][C:13]1[CH:14]=[CH:15][C:16]([CH2:17][CH:18]2[CH2:19][CH2:20][N:21]([C:8]([C:6]3[CH2:7][N:2]([CH3:1])[CH2:3][CH2:4][CH:5]=3)=[O:10])[CH2:22][CH2:23]2)=[CH:24][CH:25]=1. (2) The product is: [CH3:15]/[C:5](/[CH2:6][CH2:7][CH2:8][CH2:9][CH2:10][CH2:11][CH2:12][CH2:13][CH3:14])=[CH:4]\[CH2:3][CH2:2][C:16]#[N:17]. Given the reactants Br[CH2:2][CH2:3]/[CH:4]=[C:5](\[CH3:15])/[CH2:6][CH2:7][CH2:8][CH2:9][CH2:10][CH2:11][CH2:12][CH2:13][CH3:14].[C-:16]#[N:17].[K+], predict the reaction product. (3) Given the reactants [OH:1][CH2:2][C:3]1[CH:4]=[C:5]([CH:8]=[CH:9][CH:10]=1)[C:6]#[N:7].[H-].[Na+].Cl[C:14]1[CH:15]=[C:16]2[N:23]([C:24]([O:26][C:27]([CH3:30])([CH3:29])[CH3:28])=[O:25])[CH2:22][CH2:21][N:17]2[C:18](=[O:20])[N:19]=1, predict the reaction product. The product is: [C:6]([C:5]1[CH:4]=[C:3]([CH:10]=[CH:9][CH:8]=1)[CH2:2][O:1][C:14]1[CH:15]=[C:16]2[N:23]([C:24]([O:26][C:27]([CH3:30])([CH3:29])[CH3:28])=[O:25])[CH2:22][CH2:21][N:17]2[C:18](=[O:20])[N:19]=1)#[N:7]. (4) The product is: [C:19]1([C:3]2[CH:4]=[CH:5][CH:6]=[C:7]3[C:2]=2[O:1][C:10]([CH:12]2[CH2:13][CH2:14][O:15][CH2:16][CH2:17]2)=[CH:9][C:8]3=[O:18])[CH:20]=[CH:21][CH:22]=[CH:23][CH:24]=1. Given the reactants [OH:1][C:2]1[C:7]([C:8](=[O:18])[CH2:9][C:10]([CH:12]2[CH2:17][CH2:16][O:15][CH2:14][CH2:13]2)=O)=[CH:6][CH:5]=[CH:4][C:3]=1[C:19]1[CH:24]=[CH:23][CH:22]=[CH:21][CH:20]=1, predict the reaction product. (5) Given the reactants [OH:1][C@@H:2]1[CH2:7][CH2:6][CH2:5][CH2:4][C@H:3]1[NH:8][C:9]1[S:10][C:11]2[CH:17]=[C:16]([O:18][C:19]3[CH:20]=[C:21]([C:25]4[CH2:30][CH2:29][N:28](C(OC(C)(C)C)=O)[CH2:27][CH:26]=4)[CH:22]=[N:23][CH:24]=3)[CH:15]=[CH:14][C:12]=2[N:13]=1.[ClH:38].O1CCOCC1, predict the reaction product. The product is: [NH:28]1[CH2:27][CH:26]=[C:25]([C:21]2[CH:20]=[C:19]([O:18][C:16]3[CH:15]=[CH:14][C:12]4[N:13]=[C:9]([NH:8][C@@H:3]5[CH2:4][CH2:5][CH2:6][CH2:7][C@H:2]5[OH:1])[S:10][C:11]=4[CH:17]=3)[CH:24]=[N:23][CH:22]=2)[CH2:30][CH2:29]1.[ClH:38]. (6) Given the reactants [C:1]([C:3]1[CH:4]=[C:5]([N:10]2[C:14]3[C:15](=[O:28])[N:16]([C:20]4[CH:25]=[CH:24][C:23]([I:26])=[CH:22][C:21]=4[F:27])[CH2:17][CH2:18][CH2:19][C:13]=3[C:12]([C:29]([F:32])([F:31])[F:30])=[N:11]2)[CH:6]=[CH:7][C:8]=1[F:9])#[N:2].BrN1C(=O)CCC1=O.CC(N=NC(C#N)(C)C)(C#N)C, predict the reaction product. The product is: [C:1]([C:3]1[CH:4]=[C:5]([N:10]2[C:14]3[C:15](=[O:28])[N:16]([C:20]4[CH:25]=[CH:24][C:23]([I:26])=[CH:22][C:21]=4[F:27])[CH2:17][CH:18]=[CH:19][C:13]=3[C:12]([C:29]([F:31])([F:30])[F:32])=[N:11]2)[CH:6]=[CH:7][C:8]=1[F:9])#[N:2].